Dataset: NCI-60 drug combinations with 297,098 pairs across 59 cell lines. Task: Regression. Given two drug SMILES strings and cell line genomic features, predict the synergy score measuring deviation from expected non-interaction effect. Cell line: U251. Synergy scores: CSS=52.0, Synergy_ZIP=-10.7, Synergy_Bliss=-7.60, Synergy_Loewe=-2.64, Synergy_HSA=-0.960. Drug 2: C1=NC2=C(N1)C(=S)N=C(N2)N. Drug 1: C1=CC(=CC=C1CCCC(=O)O)N(CCCl)CCCl.